This data is from Forward reaction prediction with 1.9M reactions from USPTO patents (1976-2016). The task is: Predict the product of the given reaction. (1) Given the reactants [NH2:1][C:2]1[CH:3]=[C:4]2[C:9](=[C:10]([CH2:12][N:13]([CH3:15])[CH3:14])[CH:11]=1)[N:8]=[CH:7][C:6]([C:16]#[N:17])=[C:5]2[NH:18][C:19]1[CH:24]=[CH:23][CH:22]=[C:21]([Br:25])[CH:20]=1.[N:26]1([CH2:32][CH:33]=O)[CH2:31][CH2:30][O:29][CH2:28][CH2:27]1.[BH3-]C#N.[Na+], predict the reaction product. The product is: [Br:25][C:21]1[CH:20]=[C:19]([NH:18][C:5]2[C:4]3[C:9](=[C:10]([CH2:12][N:13]([CH3:14])[CH3:15])[CH:11]=[C:2]([NH:1][CH2:33][CH2:32][N:26]4[CH2:31][CH2:30][O:29][CH2:28][CH2:27]4)[CH:3]=3)[N:8]=[CH:7][C:6]=2[C:16]#[N:17])[CH:24]=[CH:23][CH:22]=1. (2) Given the reactants [Br:1][C:2]1[C:10]2[NH:9][C:8]3[CH:11]4CCN([CH2:15][C:7]=3[C:6]=2[CH:5]=[CH:4][CH:3]=1)CC4, predict the reaction product. The product is: [Br:1][C:2]1[CH:3]=[CH:4][CH:5]=[C:6]2[C:10]=1[NH:9][C:8]1[CH2:11][N:9]3[CH2:10][CH2:6][CH:15]([C:7]2=1)[CH2:7][CH2:8]3. (3) Given the reactants I[C:2]1[CH:11]=[CH:10][C:5]([C:6]([O:8][CH3:9])=[O:7])=[CH:4][CH:3]=1.[C:12]([N:19]1[CH2:24][CH2:23][NH:22][C:21](=[O:25])[CH2:20]1)([O:14][C:15]([CH3:18])([CH3:17])[CH3:16])=[O:13].C(=O)([O-])[O-].[K+].[K+].CNCCNC, predict the reaction product. The product is: [CH3:9][O:8][C:6]([C:5]1[CH:10]=[CH:11][C:2]([N:22]2[CH2:23][CH2:24][N:19]([C:12]([O:14][C:15]([CH3:17])([CH3:16])[CH3:18])=[O:13])[CH2:20][C:21]2=[O:25])=[CH:3][CH:4]=1)=[O:7].